This data is from Reaction yield outcomes from USPTO patents with 853,638 reactions. The task is: Predict the reaction yield, written as a fraction of the theoretical maximum amount of product (1.0 means a 100% yield; for example, 0.34 means a 34% yield). (1) The reactants are [Cl:1][C:2]1[CH:33]=[CH:32][C:5]([C:6]([NH:8][C:9]2[CH:14]=[CH:13][C:12]([CH2:15][NH:16][C:17]3[C:26]4[C:21](=[CH:22][CH:23]=[C:24]([C:27]([F:30])([F:29])[F:28])[CH:25]=4)[N:20]=[C:19](Cl)[N:18]=3)=[CH:11][CH:10]=2)=[O:7])=[CH:4][CH:3]=1.Cl.Cl.[N:36]1[CH:41]=[CH:40][CH:39]=[N:38][C:37]=1[N:42]1[CH2:47][CH2:46][NH:45][CH2:44][CH2:43]1. No catalyst specified. The product is [Cl:1][C:2]1[CH:33]=[CH:32][C:5]([C:6]([NH:8][C:9]2[CH:14]=[CH:13][C:12]([CH2:15][NH:16][C:17]3[C:26]4[C:21](=[CH:22][CH:23]=[C:24]([C:27]([F:28])([F:30])[F:29])[CH:25]=4)[N:20]=[C:19]([N:45]4[CH2:46][CH2:47][N:42]([C:37]5[N:36]=[CH:41][CH:40]=[CH:39][N:38]=5)[CH2:43][CH2:44]4)[N:18]=3)=[CH:11][CH:10]=2)=[O:7])=[CH:4][CH:3]=1. The yield is 0.0900. (2) The reactants are Cl[C:2]1[C:11]([Cl:12])=[N:10][C:9]2[C:4](=[CH:5][CH:6]=[CH:7][CH:8]=2)[N:3]=1.[Cl:13][C:14]1[C:19]([Cl:20])=[CH:18][CH:17]=[CH:16][C:15]=1[S:21]([NH2:24])(=[O:23])=[O:22].C(=O)([O-])[O-].[K+].[K+].C(O)(=O)C. The catalyst is CS(C)=O. The product is [Cl:13][C:14]1[C:19]([Cl:20])=[CH:18][CH:17]=[CH:16][C:15]=1[S:21]([NH:24][C:2]1[C:11]([Cl:12])=[N:10][C:9]2[C:4](=[CH:5][CH:6]=[CH:7][CH:8]=2)[N:3]=1)(=[O:22])=[O:23]. The yield is 0.780.